This data is from Full USPTO retrosynthesis dataset with 1.9M reactions from patents (1976-2016). The task is: Predict the reactants needed to synthesize the given product. (1) Given the product [C:20]([O:19][C:15](=[O:18])[CH2:16][CH2:17][N:10]1[CH2:11][CH2:12][O:13][CH:8]([C:7]2[CH:6]=[CH:5][C:4]([OH:14])=[CH:3][C:2]=2[CH3:1])[CH2:9]1)([CH3:23])([CH3:22])[CH3:21], predict the reactants needed to synthesize it. The reactants are: [CH3:1][C:2]1[CH:3]=[C:4]([OH:14])[CH:5]=[CH:6][C:7]=1[CH:8]1[O:13][CH2:12][CH2:11][NH:10][CH2:9]1.[C:15]([O:19][C:20]([CH3:23])([CH3:22])[CH3:21])(=[O:18])[CH:16]=[CH2:17]. (2) The reactants are: [CH2:1]([N:5]1[C:17]([CH2:18][CH2:19][S:20]([CH2:23][CH2:24][CH3:25])(=[O:22])=[O:21])=[C:16]2[C:7]([C:8]([NH2:26])=[N:9][C:10]3[CH:11]=[CH:12][CH:13]=[CH:14][C:15]=32)=[N:6]1)[CH2:2][CH2:3][CH3:4]. Given the product [CH2:1]([N:5]1[C:17]([CH2:18][CH2:19][S:20]([CH2:23][CH2:24][CH3:25])(=[O:21])=[O:22])=[C:16]2[C:7]([C:8]([NH2:26])=[N:9][C:10]3[CH2:11][CH2:12][CH2:13][CH2:14][C:15]=32)=[N:6]1)[CH2:2][CH2:3][CH3:4], predict the reactants needed to synthesize it. (3) Given the product [CH3:25][O:24][C:21]1[CH:22]=[CH:23][C:18]([NH:17][C:10]2[C:11]3[N:16]=[CH:15][S:14][C:12]=3[N:13]=[C:8]([N:5]3[CH2:6][CH2:7][CH:3]([NH:2][C:36]([C:35]4[CH:39]=[CH:40][C:32]([C:30]([O:29][CH3:28])=[O:31])=[CH:33][CH:34]=4)=[O:37])[CH2:4]3)[N:9]=2)=[N:19][C:20]=1[O:26][CH3:27], predict the reactants needed to synthesize it. The reactants are: Cl.[NH2:2][CH:3]1[CH2:7][CH2:6][N:5]([C:8]2[N:9]=[C:10]([NH:17][C:18]3[CH:23]=[CH:22][C:21]([O:24][CH3:25])=[C:20]([O:26][CH3:27])[N:19]=3)[C:11]3[N:16]=[CH:15][S:14][C:12]=3[N:13]=2)[CH2:4]1.[CH3:28][O:29][C:30]([C:32]1[CH:40]=[CH:39][C:35]([C:36](O)=[O:37])=[CH:34][CH:33]=1)=[O:31].CN(C(ON1N=NC2C=CC=NC1=2)=[N+](C)C)C.F[P-](F)(F)(F)(F)F.CCN(C(C)C)C(C)C.CCN=C=NCCCN(C)C. (4) Given the product [Cl:11][C:12]1[CH:19]=[C:18]([CH2:20][O:21][CH:22]2[CH2:27][CH2:26][CH2:25][CH2:24][O:23]2)[C:17]([O:28][CH3:29])=[CH:16][C:10]=1[C:9](=[NH:6])[NH:2][OH:3], predict the reactants needed to synthesize it. The reactants are: Cl.[NH2:2][OH:3].CC[N:6]([CH2:9][CH3:10])CC.[Cl:11][C:12]1[CH:19]=[C:18]([CH2:20][O:21][CH:22]2[CH2:27][CH2:26][CH2:25][CH2:24][O:23]2)[C:17]([O:28][CH3:29])=[CH:16]C=1C#N. (5) The reactants are: [CH2:1]([O:3][C:4](=[O:30])[NH:5][C:6]1[CH:11]=[CH:10][CH:9]=[C:8]([CH2:12][N:13]2[C:18](=[O:19])[CH:17]=[CH:16][C:15]([C:20]3[CH:25]=[CH:24][C:23]([C:26](=[NH:29])[NH:27][OH:28])=[CH:22][CH:21]=3)=[N:14]2)[CH:7]=1)[CH3:2].N1C=CC=CC=1.Cl[C:38](OCC)=[O:39].Cl. Given the product [CH2:1]([O:3][C:4](=[O:30])[NH:5][C:6]1[CH:11]=[CH:10][CH:9]=[C:8]([CH2:12][N:13]2[C:18](=[O:19])[CH:17]=[CH:16][C:15]([C:20]3[CH:21]=[CH:22][C:23]([C:26]4[NH:29][C:38](=[O:39])[O:28][N:27]=4)=[CH:24][CH:25]=3)=[N:14]2)[CH:7]=1)[CH3:2], predict the reactants needed to synthesize it.